Dataset: Catalyst prediction with 721,799 reactions and 888 catalyst types from USPTO. Task: Predict which catalyst facilitates the given reaction. (1) Reactant: [H-].[Na+].[C:3]([CH2:5]P(=O)(OCC)OCC)#[N:4].[F:14][C:15]1[C:16]2[CH2:27][CH2:26][C:25](=O)[C:17]=2[C:18]2[C:22]([CH:23]=1)=[N:21][N:20]([CH3:24])[CH:19]=2.[Cl-].[NH4+]. Product: [F:14][C:15]1[C:16]2[CH2:27][CH2:26][C:25](=[CH:5][C:3]#[N:4])[C:17]=2[C:18]2[C:22]([CH:23]=1)=[N:21][N:20]([CH3:24])[CH:19]=2. The catalyst class is: 54. (2) Reactant: [F:1][C:2]([F:19])([F:18])[CH2:3][CH2:4][CH:5]([C:7]1[CH:17]=[CH:16][C:10]([C:11]([O:13][CH2:14][CH3:15])=[O:12])=[CH:9][CH:8]=1)[OH:6].C(N(CC)CC)C. Product: [F:1][C:2]([F:18])([F:19])[CH2:3][CH2:4][C:5]([C:7]1[CH:17]=[CH:16][C:10]([C:11]([O:13][CH2:14][CH3:15])=[O:12])=[CH:9][CH:8]=1)=[O:6]. The catalyst class is: 764. (3) Reactant: [Cl:1][C:2]1[N:7]=[CH:6][C:5]([CH2:8][N:9]2[C:13]([CH3:14])=[C:12]([C:15]3[CH:20]=[CH:19][C:18]([C:21]#[N:22])=[CH:17][CH:16]=3)[C:11]([C:23]#[N:24])=[C:10]2[CH:25]2OCC[O:26]2)=[CH:4][C:3]=1[CH2:30][OH:31].C(=O)(O)[O-].[Na+]. Product: [Cl:1][C:2]1[N:7]=[CH:6][C:5]([CH2:8][N:9]2[C:13]([CH3:14])=[C:12]([C:15]3[CH:16]=[CH:17][C:18]([C:21]#[N:22])=[CH:19][CH:20]=3)[C:11]([C:23]#[N:24])=[C:10]2[CH:25]=[O:26])=[CH:4][C:3]=1[CH2:30][OH:31]. The catalyst class is: 86. (4) Reactant: C[N:2]1[CH2:6][CH2:5][CH2:4][C@H:3]1[CH2:7][O:8][CH2:9][C:10]1[C:11]([C:24]2[CH:29]=[CH:28][CH:27]=[CH:26][CH:25]=2)=[N:12][C:13]2[C:18]([C:19]=1[C:20]([O:22]C)=[O:21])=[CH:17][CH:16]=[CH:15][CH:14]=2.O[Li:31].O.[ClH:33].[CH3:34]CO. Product: [ClH:33].[CH3:34][C@H:9]([O:8][CH2:7][CH:3]1[CH2:4][CH2:5][CH2:6][NH:2]1)[C:10]1[C:11]([C:24]2[CH:29]=[CH:28][CH:27]=[CH:26][CH:25]=2)=[N:12][C:13]2[C:18]([C:19]=1[C:20]([OH:22])=[O:21])=[CH:17][CH:16]=[CH:15][CH:14]=2.[Li+:31].[Cl-:33]. The catalyst class is: 6. (5) Reactant: Cl.C(O[C:5]([C:7]1[CH:8]=[C:9]2[C:15]([C:16]3[CH:20]=[CH:19][O:18][CH:17]=3)=[CH:14][N:13]([S:21]([C:24]3[CH:29]=[CH:28][CH:27]=[CH:26][CH:25]=3)(=[O:23])=[O:22])[C:10]2=[N:11][CH:12]=1)=[NH:6])C.[CH:30]([NH:32][NH2:33])=O.CCN(CC)CC. Product: [C:24]1([S:21]([N:13]2[C:10]3=[N:11][CH:12]=[C:7]([C:5]4[NH:6][CH:30]=[N:32][N:33]=4)[CH:8]=[C:9]3[C:15]([C:16]3[CH:20]=[CH:19][O:18][CH:17]=3)=[CH:14]2)(=[O:22])=[O:23])[CH:25]=[CH:26][CH:27]=[CH:28][CH:29]=1. The catalyst class is: 14.